The task is: Predict the reactants needed to synthesize the given product.. This data is from Full USPTO retrosynthesis dataset with 1.9M reactions from patents (1976-2016). Given the product [C:30]([C:25]1[CH:24]=[CH:23][C:22]2[C:27](=[CH:28][CH:29]=[C:20]([CH2:19][C:2]3[CH:3]=[C:4]([CH:10]=[CH:11][N:12]=3)[C:5]([O:7][CH2:8][CH3:9])=[O:6])[CH:21]=2)[N:26]=1)#[N:31], predict the reactants needed to synthesize it. The reactants are: Br[C:2]1[CH:3]=[C:4]([CH:10]=[CH:11][N:12]=1)[C:5]([O:7][CH2:8][CH3:9])=[O:6].C([O-])(=O)C.[K+].Br[CH2:19][C:20]1[CH:21]=[C:22]2[C:27](=[CH:28][CH:29]=1)[N:26]=[C:25]([C:30]#[N:31])[CH:24]=[CH:23]2.C(=O)([O-])[O-].[Na+].[Na+].